Dataset: Full USPTO retrosynthesis dataset with 1.9M reactions from patents (1976-2016). Task: Predict the reactants needed to synthesize the given product. (1) Given the product [CH2:1]([C:3]1[O:7][C:6]([CH2:8][CH2:9][NH:10][C:11]([NH:13][C:14]2[S:15][C:16]([C:20]3[CH:25]=[C:24]([CH3:26])[N:23]=[C:22]([S:27]([CH3:28])=[O:34])[N:21]=3)=[C:17]([CH3:19])[N:18]=2)=[O:12])=[N:5][CH:4]=1)[CH3:2], predict the reactants needed to synthesize it. The reactants are: [CH2:1]([C:3]1[O:7][C:6]([CH2:8][CH2:9][NH:10][C:11]([NH:13][C:14]2[S:15][C:16]([C:20]3[CH:25]=[C:24]([CH3:26])[N:23]=[C:22]([S:27][CH3:28])[N:21]=3)=[C:17]([CH3:19])[N:18]=2)=[O:12])=[N:5][CH:4]=1)[CH3:2].ClC1C=C(C=CC=1)C(OO)=[O:34].CS(C1N=C(C2SC(N)=NC=2C)C=C(C)N=1)=O. (2) Given the product [Cl:26][C:23]1[CH:22]=[CH:21][C:20]([NH:27][C:28]([CH:30]2[CH2:31][CH2:32]2)=[O:29])=[C:19]2[C:24]=1[CH2:25][N:17]([C@@H:5]([C:6]1[CH:11]=[CH:10][C:9]([O:12][CH3:13])=[C:8]([O:14][CH2:15][CH3:16])[CH:7]=1)[CH2:4][C:3]([OH:34])=[O:2])[C:18]2=[O:33], predict the reactants needed to synthesize it. The reactants are: C[O:2][C:3](=[O:34])[CH2:4][C@@H:5]([N:17]1[CH2:25][C:24]2[C:19](=[C:20]([NH:27][C:28]([CH:30]3[CH2:32][CH2:31]3)=[O:29])[CH:21]=[CH:22][C:23]=2[Cl:26])[C:18]1=[O:33])[C:6]1[CH:11]=[CH:10][C:9]([O:12][CH3:13])=[C:8]([O:14][CH2:15][CH3:16])[CH:7]=1.[OH-].[Na+].O. (3) Given the product [C:14]([C:13]1[O:18][C:33](=[O:34])[O:1][C:2]=1[C:3]([O:5][CH2:6][C:7]1[CH:12]=[CH:11][CH:10]=[CH:9][CH:8]=1)=[O:4])([CH3:15])([CH3:17])[CH3:16], predict the reactants needed to synthesize it. The reactants are: [OH:1][CH:2]([C:13](=[O:18])[C:14]([CH3:17])([CH3:16])[CH3:15])[C:3]([O:5][CH2:6][C:7]1[CH:12]=[CH:11][CH:10]=[CH:9][CH:8]=1)=[O:4].C(N(C(C)C)CC)(C)C.N1([C:33](N2C=CN=C2)=[O:34])C=CN=C1.Cl. (4) Given the product [CH3:1][CH:2]1[C:11]2[C:6](=[CH:7][CH:8]=[CH:9][C:10]=2[O:12][C:20]2[CH:25]=[CH:24][C:23]([N+:26]([O-:28])=[O:27])=[CH:22][N:21]=2)[O:5][CH2:4][CH2:3]1, predict the reactants needed to synthesize it. The reactants are: [CH3:1][CH:2]1[C:11]2[C:10]([OH:12])=[CH:9][CH:8]=[CH:7][C:6]=2[O:5][CH2:4][CH2:3]1.C([O-])([O-])=O.[K+].[K+].Cl[C:20]1[CH:25]=[CH:24][C:23]([N+:26]([O-:28])=[O:27])=[CH:22][N:21]=1. (5) Given the product [CH3:23][N:20]1[CH2:21][CH2:22][N:17]([C:12]2[N:13]=[CH:14][C:15]3[CH2:16][NH:8][CH2:9][C:10]=3[N:11]=2)[CH2:18][CH2:19]1, predict the reactants needed to synthesize it. The reactants are: C(OC([N:8]1[CH2:16][C:15]2[CH:14]=[N:13][C:12]([N:17]3[CH2:22][CH2:21][N:20]([CH3:23])[CH2:19][CH2:18]3)=[N:11][C:10]=2[CH2:9]1)=O)(C)(C)C.Cl. (6) Given the product [N:15]1([C:2]2[CH:7]=[CH:6][C:5]([C:8](=[O:10])[CH3:9])=[CH:4][C:3]=2[C:11]([F:14])([F:13])[F:12])[CH2:19][CH2:18][CH2:17][CH2:16]1, predict the reactants needed to synthesize it. The reactants are: F[C:2]1[CH:7]=[CH:6][C:5]([C:8](=[O:10])[CH3:9])=[CH:4][C:3]=1[C:11]([F:14])([F:13])[F:12].[NH:15]1[CH2:19][CH2:18][CH2:17][CH2:16]1.C(=O)([O-])[O-].[K+].[K+].C(#N)C. (7) Given the product [C:21]([O:1][N:2]1[C:6](=[O:7])[CH:5]2[CH2:8][CH:9]([CH3:12])[CH2:10][CH2:11][CH:4]2[C:3]1=[O:13])(=[O:24])[CH:22]=[CH2:23], predict the reactants needed to synthesize it. The reactants are: [OH:1][N:2]1[C:6](=[O:7])[CH:5]2[CH2:8][CH:9]([CH3:12])[CH2:10][CH2:11][CH:4]2[C:3]1=[O:13].C(N(CC)CC)C.[C:21](Cl)(=[O:24])[CH:22]=[CH2:23].